Dataset: Peptide-MHC class I binding affinity with 185,985 pairs from IEDB/IMGT. Task: Regression. Given a peptide amino acid sequence and an MHC pseudo amino acid sequence, predict their binding affinity value. This is MHC class I binding data. (1) The peptide sequence is MTAGIFLFF. The binding affinity (normalized) is 0.841. The MHC is HLA-B15:01 with pseudo-sequence HLA-B15:01. (2) The peptide sequence is GYSFSIPGY. The MHC is HLA-A30:01 with pseudo-sequence HLA-A30:01. The binding affinity (normalized) is 0.0847. (3) The peptide sequence is WRFQGSWNTG. The MHC is HLA-A32:01 with pseudo-sequence HLA-A32:01. The binding affinity (normalized) is 0.00173. (4) The peptide sequence is MVIENGILK. The MHC is HLA-A02:06 with pseudo-sequence HLA-A02:06. The binding affinity (normalized) is 0. (5) The peptide sequence is EEFRQYTAFTL. The MHC is Mamu-B01 with pseudo-sequence Mamu-B01. The binding affinity (normalized) is 0.174. (6) The peptide sequence is NPKTPKYKF. The MHC is HLA-A26:01 with pseudo-sequence HLA-A26:01. The binding affinity (normalized) is 0.0847. (7) The peptide sequence is VSFNQNLEY. The MHC is BoLA-T2a with pseudo-sequence BoLA-T2a. The binding affinity (normalized) is 0.276.